Dataset: Peptide-MHC class II binding affinity with 134,281 pairs from IEDB. Task: Regression. Given a peptide amino acid sequence and an MHC pseudo amino acid sequence, predict their binding affinity value. This is MHC class II binding data. The peptide sequence is INEPTAAAINYGLDR. The MHC is HLA-DQA10401-DQB10402 with pseudo-sequence HLA-DQA10401-DQB10402. The binding affinity (normalized) is 0.492.